From a dataset of Peptide-MHC class I binding affinity with 185,985 pairs from IEDB/IMGT. Regression. Given a peptide amino acid sequence and an MHC pseudo amino acid sequence, predict their binding affinity value. This is MHC class I binding data. The peptide sequence is IRQAGVQYSRADEEQ. The binding affinity (normalized) is 0. The MHC is HLA-A02:01 with pseudo-sequence HLA-A02:01.